Dataset: Forward reaction prediction with 1.9M reactions from USPTO patents (1976-2016). Task: Predict the product of the given reaction. (1) The product is: [Br:11][CH:4]([C:3]1[CH:7]=[CH:8][CH:9]=[CH:10][C:2]=1[Cl:1])[C:5]#[N:6]. Given the reactants [Cl:1][C:2]1[CH:10]=[CH:9][CH:8]=[CH:7][C:3]=1[CH2:4][C:5]#[N:6].[Br:11]NC(=O)CCC(N)=O, predict the reaction product. (2) The product is: [CH3:9][C:6]1[CH:7]=[CH:8][C:3]2[C:1]([NH:2][C:18]3[CH:19]=[C:20]([N+:22]([O-:24])=[O:23])[CH:21]=[CH:16][C:17]=3[S:25][C:26]3[CH:31]=[CH:30][C:29]([OH:32])=[CH:28][CH:27]=3)=[N:12][CH:11]=[N:10][C:4]=2[N:5]=1. Given the reactants [C:1]([C:3]1[C:4]([N:10]=[CH:11][N:12](C)C)=[N:5][C:6]([CH3:9])=[CH:7][CH:8]=1)#[N:2].N[C:16]1[CH:21]=[C:20]([N+:22]([O-:24])=[O:23])[CH:19]=[CH:18][C:17]=1[S:25][C:26]1[CH:31]=[CH:30][C:29]([OH:32])=[CH:28][CH:27]=1, predict the reaction product.